Dataset: Full USPTO retrosynthesis dataset with 1.9M reactions from patents (1976-2016). Task: Predict the reactants needed to synthesize the given product. (1) Given the product [CH2:1]([C:3]1[S:7][C:6]([C:8]2[CH:9]=[CH:10][C:11]([C:14]([F:17])([F:16])[F:15])=[CH:12][CH:13]=2)=[N:5][C:4]=1[CH2:18][CH:19]([OH:20])[CH3:21])[CH3:2], predict the reactants needed to synthesize it. The reactants are: [CH2:1]([C:3]1[S:7][C:6]([C:8]2[CH:13]=[CH:12][C:11]([C:14]([F:17])([F:16])[F:15])=[CH:10][CH:9]=2)=[N:5][C:4]=1[CH2:18][CH:19]=[O:20])[CH3:2].[CH3:21][Mg]Br.CCOCC. (2) Given the product [CH2:73]([N:71]([CH3:72])[C:69]([C:68]1[CH:67]=[C:66]([N:56]2[C:57]3[N:64]=[CH:63][C:62]([F:65])=[CH:61][C:58]=3[C:59](=[O:60])[N:54]([C@@H:51]3[CH2:52][CH2:53][C@H:48]([NH:47][C:11]([C:9]4[N:10]=[C:5]5[CH:4]=[CH:3][C:2]([F:1])=[CH:7][N:6]5[CH:8]=4)=[O:13])[CH2:49][CH2:50]3)[C:55]2=[O:83])[CH:82]=[CH:81][CH:80]=1)=[O:70])[C:74]1[CH:79]=[CH:78][CH:77]=[CH:76][CH:75]=1, predict the reactants needed to synthesize it. The reactants are: [F:1][C:2]1[CH:3]=[CH:4][C:5]2[N:6]([CH:8]=[C:9]([C:11]([OH:13])=O)[N:10]=2)[CH:7]=1.C(N(CC)C(C)C)(C)C.CN(C(ON1N=NC2C=CC=NC1=2)=[N+](C)C)C.F[P-](F)(F)(F)(F)F.[NH2:47][CH:48]1[CH2:53][CH2:52][CH:51]([N:54]2[C:59](=[O:60])[C:58]3[CH:61]=[C:62]([F:65])[CH:63]=[N:64][C:57]=3[N:56]([C:66]3[CH:67]=[C:68]([CH:80]=[CH:81][CH:82]=3)[C:69]([N:71]([CH2:73][C:74]3[CH:79]=[CH:78][CH:77]=[CH:76][CH:75]=3)[CH3:72])=[O:70])[C:55]2=[O:83])[CH2:50][CH2:49]1. (3) Given the product [CH:1]1([CH2:6][C:7]([NH:9][C@H:10]([C:12]([NH:15][CH:16]2[C:25]3[C:20](=[CH:21][CH:22]=[CH:23][CH:24]=3)[C:19]([CH3:26])([CH3:27])[O:18][C:17]2=[O:28])=[O:14])[CH3:11])=[O:8])[CH2:2][CH2:3][CH2:4][CH2:5]1, predict the reactants needed to synthesize it. The reactants are: [CH:1]1([CH2:6][C:7]([NH:9][C@H:10]([C:12]([OH:14])=O)[CH3:11])=[O:8])[CH2:5][CH2:4][CH2:3][CH2:2]1.[NH2:15][CH:16]1[C:25]2[C:20](=[CH:21][CH:22]=[CH:23][CH:24]=2)[C:19]([CH3:27])([CH3:26])[O:18][C:17]1=[O:28].